This data is from Forward reaction prediction with 1.9M reactions from USPTO patents (1976-2016). The task is: Predict the product of the given reaction. (1) Given the reactants [CH3:1][C:2]([C:10]1[CH:15]=[CH:14][C:13]([N+:16]([O-])=O)=[CH:12][CH:11]=1)([CH3:9])[CH2:3][CH2:4][NH:5][C:6](=[O:8])[CH3:7].CC(C1C=CC([N+]([O-])=O)=CC=1)(C)CCN, predict the reaction product. The product is: [NH2:16][C:13]1[CH:12]=[CH:11][C:10]([C:2]([CH3:9])([CH3:1])[CH2:3][CH2:4][NH:5][C:6](=[O:8])[CH3:7])=[CH:15][CH:14]=1. (2) Given the reactants [F:1][C:2]1[CH:7]=[CH:6][C:5]([C:8](Cl)=[N:9][OH:10])=[CH:4][CH:3]=1.[Cl:12][C:13]1[C:18]([N+:19]([O-:21])=[O:20])=[C:17]([NH:22][CH2:23][C:24]#[CH:25])[C:16]([CH3:26])=[C:15]([CH3:27])[N:14]=1.C(N(CC)CC)C, predict the reaction product. The product is: [Cl:12][C:13]1[C:18]([N+:19]([O-:21])=[O:20])=[C:17]([NH:22][CH2:23][C:24]2[O:10][N:9]=[C:8]([C:5]3[CH:6]=[CH:7][C:2]([F:1])=[CH:3][CH:4]=3)[CH:25]=2)[C:16]([CH3:26])=[C:15]([CH3:27])[N:14]=1. (3) Given the reactants [Cl:1][C:2]1[CH:10]=[CH:9][C:5]([C:6](Cl)=[O:7])=[CH:4][N:3]=1.[NH2:11][C:12]1[C:17]([N+:18]([O-:20])=[O:19])=[CH:16][C:15]([Br:21])=[CH:14][N:13]=1, predict the reaction product. The product is: [Cl:1][C:2]1[N:3]=[CH:4][C:5]([C:6]([NH:11][C:12]2[C:17]([N+:18]([O-:20])=[O:19])=[CH:16][C:15]([Br:21])=[CH:14][N:13]=2)=[O:7])=[CH:9][CH:10]=1. (4) Given the reactants [N+:1]([C:4]1[CH:5]=[N:6][C:7]2[C:12]([C:13]=1[NH:14][CH2:15][CH2:16][CH2:17][CH2:18][C:19]([O:21][CH2:22][CH3:23])=[O:20])=[CH:11][CH:10]=[CH:9][CH:8]=2)([O-])=O.S(S([O-])=O)([O-])=O.[Na+].[Na+].C(=O)([O-])[O-].[K+].[K+], predict the reaction product. The product is: [NH2:1][C:4]1[CH:5]=[N:6][C:7]2[C:12]([C:13]=1[NH:14][CH2:15][CH2:16][CH2:17][CH2:18][C:19]([O:21][CH2:22][CH3:23])=[O:20])=[CH:11][CH:10]=[CH:9][CH:8]=2.